This data is from Catalyst prediction with 721,799 reactions and 888 catalyst types from USPTO. The task is: Predict which catalyst facilitates the given reaction. (1) Reactant: [OH:1][CH2:2][CH:3]([CH2:5][OH:6])[OH:4]. Product: [OH:1][CH:2]1[O:4][C@H:3]([CH2:2][OH:1])[C@@H:5]([O:1][C@@H:2]2[O:4][C@H:3]([CH2:5][OH:6])[C@H:2]([OH:1])[C@H:5]([OH:6])[C@H:3]2[OH:4])[C@H:5]([OH:6])[C@H:3]1[OH:4].[CH2:2]([OH:1])[C@H:3]([C@H:5]([C@@H:2]([C@@H:3]([CH2:5][OH:6])[OH:4])[OH:1])[OH:6])[OH:4]. The catalyst class is: 6. (2) Reactant: [CH3:1][C:2]1[N:3]=[C:4](Cl)[C:5]2[N:11]=[C:10]([C:12]3[CH:17]=[CH:16][C:15]([F:18])=[CH:14][CH:13]=3)[CH:9]=[CH:8][C:6]=2[N:7]=1.N.[NH2:21]C1C2N=C(C3C=CC(F)=CC=3)C=CC=2N=CN=1. Product: [CH3:1][C:2]1[N:3]=[C:4]([NH2:21])[C:5]2[N:11]=[C:10]([C:12]3[CH:17]=[CH:16][C:15]([F:18])=[CH:14][CH:13]=3)[CH:9]=[CH:8][C:6]=2[N:7]=1. The catalyst class is: 5. (3) The catalyst class is: 20. Product: [OH:22][C:6]1[C:5]([CH2:4][OH:3])=[C:10]([CH2:11][O:12][C:13]2[CH:20]=[CH:19][C:16]([C:17]#[N:18])=[CH:15][CH:14]=2)[CH:9]=[N:8][C:7]=1[CH3:21]. Reactant: CC1(C)[O:22][C:6]2=[C:7]([CH3:21])[N:8]=[CH:9][C:10]([CH2:11][O:12][C:13]3[CH:20]=[CH:19][C:16]([C:17]#[N:18])=[CH:15][CH:14]=3)=[C:5]2[CH2:4][O:3]1.C(O)=O. (4) The catalyst class is: 3. Product: [Br:3][C:4]1[C:5]([C:9]#[N:10])=[N:6][N:7]([CH3:11])[CH:8]=1. Reactant: [H-].[Na+].[Br:3][C:4]1[C:5]([C:9]#[N:10])=[N:6][NH:7][CH:8]=1.[CH3:11]I.